From a dataset of Catalyst prediction with 721,799 reactions and 888 catalyst types from USPTO. Predict which catalyst facilitates the given reaction. (1) Reactant: [N:1]1([C:6]2[C:14]3[C:9](=[CH:10][CH:11]=[C:12]([N+:15]([O-])=O)[CH:13]=3)[NH:8][N:7]=2)[CH:5]=[CH:4][N:3]=[CH:2]1. Product: [N:1]1([C:6]2[C:14]3[C:9](=[CH:10][CH:11]=[C:12]([NH2:15])[CH:13]=3)[NH:8][N:7]=2)[CH:5]=[CH:4][N:3]=[CH:2]1. The catalyst class is: 19. (2) Reactant: COCCOC.Br[CH2:8][C:9]1[O:13][N:12]=[C:11]([C:14]([O:16][CH2:17][CH3:18])=[O:15])[CH:10]=1.[F:19][C:20]1[CH:21]=[C:22](B(O)O)[CH:23]=[CH:24][CH:25]=1.C(=O)([O-])[O-].[Na+].[Na+]. Product: [F:19][C:20]1[CH:25]=[C:24]([CH:23]=[CH:22][CH:21]=1)[CH2:8][C:9]1[O:13][N:12]=[C:11]([C:14]([O:16][CH2:17][CH3:18])=[O:15])[CH:10]=1. The catalyst class is: 103.